Dataset: Peptide-MHC class I binding affinity with 185,985 pairs from IEDB/IMGT. Task: Regression. Given a peptide amino acid sequence and an MHC pseudo amino acid sequence, predict their binding affinity value. This is MHC class I binding data. (1) The peptide sequence is GSQYVSLAY. The MHC is HLA-A01:01 with pseudo-sequence HLA-A01:01. The binding affinity (normalized) is 0.677. (2) The peptide sequence is AVMLVHTYY. The MHC is HLA-B07:02 with pseudo-sequence HLA-B07:02. The binding affinity (normalized) is 0.0847. (3) The peptide sequence is LLKWKKTDY. The MHC is HLA-B15:01 with pseudo-sequence HLA-B15:01. The binding affinity (normalized) is 0.418. (4) The peptide sequence is VPGLPGTVL. The MHC is HLA-A02:01 with pseudo-sequence HLA-A02:01. The binding affinity (normalized) is 0.0847. (5) The MHC is HLA-A11:01 with pseudo-sequence HLA-A11:01. The binding affinity (normalized) is 0.633. The peptide sequence is VTIKYSNDNR. (6) The peptide sequence is DTTYQRTRAL. The MHC is HLA-A02:01 with pseudo-sequence HLA-A02:01. The binding affinity (normalized) is 0.